From a dataset of Reaction yield outcomes from USPTO patents with 853,638 reactions. Predict the reaction yield, written as a fraction of the theoretical maximum amount of product (1.0 means a 100% yield; for example, 0.34 means a 34% yield). The product is [CH3:15][O:1][C:2]1[CH:3]=[CH:4][C:5]([N+:10]([O-:12])=[O:11])=[C:6]([CH:9]=1)[CH:7]=[O:8]. The yield is 1.00. The reactants are [OH:1][C:2]1[CH:3]=[CH:4][C:5]([N+:10]([O-:12])=[O:11])=[C:6]([CH:9]=1)[CH:7]=[O:8].IC.[C:15](=O)([O-])[O-].[K+].[K+]. The catalyst is CN(C=O)C.